This data is from Reaction yield outcomes from USPTO patents with 853,638 reactions. The task is: Predict the reaction yield, written as a fraction of the theoretical maximum amount of product (1.0 means a 100% yield; for example, 0.34 means a 34% yield). (1) The reactants are [N:1]12[CH2:8][CH2:7][C:4]([C:9]([C:17]3[CH:22]=[CH:21][CH:20]=[CH:19][CH:18]=3)([C:11]3[CH:16]=[CH:15][CH:14]=[CH:13][CH:12]=3)[OH:10])([CH2:5][CH2:6]1)[CH2:3][CH2:2]2.[CH3:23][O:24][CH2:25][CH2:26][CH2:27][Br:28]. The catalyst is CC#N. The product is [Br-:28].[OH:10][C:9]([C:17]1[CH:22]=[CH:21][CH:20]=[CH:19][CH:18]=1)([C:11]1[CH:12]=[CH:13][CH:14]=[CH:15][CH:16]=1)[C:4]12[CH2:5][CH2:6][N+:1]([CH2:27][CH2:26][CH2:25][O:24][CH3:23])([CH2:2][CH2:3]1)[CH2:8][CH2:7]2. The yield is 0.860. (2) The reactants are [Cl:1][C:2]1[CH:3]=[C:4]2[C:10](I)=[CH:9][N:8]([Si](C(C)C)(C(C)C)C(C)C)[C:5]2=[N:6][CH:7]=1.C([Mg]Cl)(C)C.[CH2:27]([N:29]1[C:33]([CH:34]=[O:35])=[CH:32][C:31]([NH:36][CH2:37][C:38]2[CH:43]=[CH:42][C:41]([F:44])=[CH:40][CH:39]=2)=[N:30]1)[CH3:28]. The catalyst is O1CCCC1. The product is [Cl:1][C:2]1[CH:3]=[C:4]2[C:10]([CH:34]([C:33]3[N:29]([CH2:27][CH3:28])[N:30]=[C:31]([NH:36][CH2:37][C:38]4[CH:43]=[CH:42][C:41]([F:44])=[CH:40][CH:39]=4)[CH:32]=3)[OH:35])=[CH:9][NH:8][C:5]2=[N:6][CH:7]=1. The yield is 0.400. (3) The reactants are [Cl:1][C:2]1[C:7]([NH:8][C:9](=[O:17])[CH2:10][C:11]2[CH:16]=[CH:15][CH:14]=[CH:13][CH:12]=2)=[CH:6][N:5]=[C:4]([C:18]2[CH:23]=[CH:22][CH:21]=[CH:20][CH:19]=2)[N:3]=1.Cl.[NH2:25][C@H:26]([C:31]([OH:33])=[O:32])C(C)(C)C.[CH2:34](N(CC)CC)C.[CH:41](O)([CH3:43])[CH3:42]. No catalyst specified. The product is [ClH:1].[C:41]([O:33][C:31](=[O:32])[CH2:26][NH:25][C:2]1[C:7]([NH:8][C:9](=[O:17])[CH2:10][C:11]2[CH:16]=[CH:15][CH:14]=[CH:13][CH:12]=2)=[CH:6][N:5]=[C:4]([C:18]2[CH:23]=[CH:22][CH:21]=[CH:20][CH:19]=2)[N:3]=1)([CH3:43])([CH3:34])[CH3:42]. The yield is 0.802.